Predict the reaction yield, written as a fraction of the theoretical maximum amount of product (1.0 means a 100% yield; for example, 0.34 means a 34% yield). From a dataset of Reaction yield outcomes from USPTO patents with 853,638 reactions. The reactants are [CH2:1]([O:3][C:4]([C:6]1[CH:10]=[C:9]([C:11]2[CH:16]=[CH:15][C:14]([O:17][C:18]([F:21])([F:20])[F:19])=[CH:13][CH:12]=2)[NH:8][N:7]=1)=[O:5])[CH3:2].[OH-].[K+].[CH3:24]I. The catalyst is C(O)C. The product is [CH2:1]([O:3][C:4]([C:6]1[N:7]([CH3:24])[N:8]=[C:9]([C:11]2[CH:16]=[CH:15][C:14]([O:17][C:18]([F:21])([F:20])[F:19])=[CH:13][CH:12]=2)[CH:10]=1)=[O:5])[CH3:2].[CH2:1]([O:3][C:4]([C:6]1[CH:10]=[C:9]([C:11]2[CH:16]=[CH:15][C:14]([O:17][C:18]([F:21])([F:20])[F:19])=[CH:13][CH:12]=2)[N:8]([CH3:24])[N:7]=1)=[O:5])[CH3:2]. The yield is 0.700.